Dataset: NCI-60 drug combinations with 297,098 pairs across 59 cell lines. Task: Regression. Given two drug SMILES strings and cell line genomic features, predict the synergy score measuring deviation from expected non-interaction effect. (1) Drug 1: CC1=C(C=C(C=C1)NC(=O)C2=CC=C(C=C2)CN3CCN(CC3)C)NC4=NC=CC(=N4)C5=CN=CC=C5. Drug 2: C1CNP(=O)(OC1)N(CCCl)CCCl. Cell line: T-47D. Synergy scores: CSS=-4.96, Synergy_ZIP=3.54, Synergy_Bliss=2.97, Synergy_Loewe=0.440, Synergy_HSA=-3.09. (2) Drug 1: CC1=C2C(C(=O)C3(C(CC4C(C3C(C(C2(C)C)(CC1OC(=O)C(C(C5=CC=CC=C5)NC(=O)OC(C)(C)C)O)O)OC(=O)C6=CC=CC=C6)(CO4)OC(=O)C)OC)C)OC. Drug 2: C1=NC2=C(N1)C(=S)N=C(N2)N. Cell line: RXF 393. Synergy scores: CSS=54.8, Synergy_ZIP=10.5, Synergy_Bliss=13.1, Synergy_Loewe=5.67, Synergy_HSA=17.3.